Dataset: Forward reaction prediction with 1.9M reactions from USPTO patents (1976-2016). Task: Predict the product of the given reaction. (1) Given the reactants C([S:8]([C:10]1[CH:15]=[CH:14][CH:13]=[CH:12][C:11]=1[S:16]([N:19]1[CH2:24][CH2:23][O:22][CH2:21][CH2:20]1)(=[O:18])=[O:17])=O)C1C=CC=CC=1.Cl, predict the reaction product. The product is: [O:22]1[CH2:23][CH2:24][N:19]([S:16]([C:11]2[CH:12]=[CH:13][CH:14]=[CH:15][C:10]=2[S:8][S:8][C:10]2[CH:15]=[CH:14][CH:13]=[CH:12][C:11]=2[S:16]([N:19]2[CH2:20][CH2:21][O:22][CH2:23][CH2:24]2)(=[O:17])=[O:18])(=[O:18])=[O:17])[CH2:20][CH2:21]1. (2) Given the reactants [ClH:1].[F:2][C:3]1[CH:8]=[CH:7][C:6]([NH:9]N)=[C:5]([C:11]([F:14])([F:13])[F:12])[CH:4]=1.[NH:15]1[CH2:20][CH2:19][C:18](=O)[CH2:17][CH2:16]1.Cl, predict the reaction product. The product is: [F:2][C:3]1[CH:4]=[C:5]([C:11]([F:14])([F:13])[F:12])[C:6]2[NH:9][C:18]3[CH2:19][CH2:20][NH:15][CH2:16][C:17]=3[C:7]=2[CH:8]=1.[ClH:1]. (3) Given the reactants [OH:1][C:2]1[C:3](=[O:21])[N:4]([CH2:12][C:13]2[CH:18]=[CH:17][C:16]([O:19][CH3:20])=[CH:15][CH:14]=2)[CH2:5][CH2:6][C:7]=1[C:8](=[O:11])[CH2:9][CH3:10].[C:22](=O)([O-])[O-].[Cs+].[Cs+].S(OC)(OC)(=O)=O, predict the reaction product. The product is: [CH3:22][O:1][C:2]1[C:3](=[O:21])[N:4]([CH2:12][C:13]2[CH:14]=[CH:15][C:16]([O:19][CH3:20])=[CH:17][CH:18]=2)[CH2:5][CH2:6][C:7]=1[C:8](=[O:11])[CH2:9][CH3:10]. (4) The product is: [F:1][C:2]1[CH:22]=[C:21]([N+:23]([O-:25])=[O:24])[CH:20]=[CH:19][C:3]=1[O:4][C:5]1[CH:10]=[CH:9][N:8]=[C:7]2[CH:11]=[C:12]([C:14]#[N:18])[S:13][C:6]=12. Given the reactants [F:1][C:2]1[CH:22]=[C:21]([N+:23]([O-:25])=[O:24])[CH:20]=[CH:19][C:3]=1[O:4][C:5]1[CH:10]=[CH:9][N:8]=[C:7]2[CH:11]=[C:12]([C:14]3SC=C[N:18]=3)[S:13][C:6]=12.ClC1C=CN=C2C=C(C#N)SC=12, predict the reaction product.